Task: Predict the product of the given reaction.. Dataset: Forward reaction prediction with 1.9M reactions from USPTO patents (1976-2016) (1) Given the reactants [CH2:1]([NH:8][C@H:9]1[CH2:14][CH2:13][C@@H:12]([NH:15][C:16]2[CH:21]=[C:20](Cl)[C:19]([CH3:23])=[CH:18][N+:17]=2[O-:24])[CH2:11][CH2:10]1)[C:2]1[CH:7]=[CH:6][CH:5]=[CH:4][CH:3]=1.[NH:25]([CH3:27])[CH3:26].C(O)CCC.C([O-])(O)=O.[Na+], predict the reaction product. The product is: [CH2:1]([NH:8][C@@H:9]1[CH2:14][CH2:13][C@H:12]([NH:15][C:16]2[N+:17]([O-:24])=[CH:18][C:19]([CH3:23])=[C:20]([N:25]([CH3:27])[CH3:26])[CH:21]=2)[CH2:11][CH2:10]1)[C:2]1[CH:7]=[CH:6][CH:5]=[CH:4][CH:3]=1. (2) Given the reactants [F:1][C:2]([F:14])([F:13])[C:3]1[CH:8]=[CH:7][C:6]([CH2:9][C:10]([OH:12])=O)=[CH:5][CH:4]=1.C(Cl)(=O)C(Cl)=O.[NH2:21][C:22](=[N:28]O)[C:23]([O:25][CH2:26][CH3:27])=[O:24].C(N(CC)C(C)C)(C)C, predict the reaction product. The product is: [F:13][C:2]([F:1])([F:14])[C:3]1[CH:4]=[CH:5][C:6]([CH2:9][C:10]2[O:12][N:28]=[C:22]([C:23]([O:25][CH2:26][CH3:27])=[O:24])[N:21]=2)=[CH:7][CH:8]=1. (3) Given the reactants Br[CH2:2][C:3]1[C:12]2[C:7](=[CH:8][CH:9]=[CH:10][CH:11]=2)[N:6]=[C:5](Cl)[CH:4]=1.C([N:16](CC)CC)C.[N:21]1(C(OC(C)(C)C)=O)[CH2:26][CH2:25][NH:24][CH2:23][CH2:22]1.C(=O)(O)[O-].[Na+], predict the reaction product. The product is: [N:21]1([CH2:2][C:3]2[C:12]3[C:7](=[CH:8][CH:9]=[CH:10][CH:11]=3)[N:6]=[C:5]([NH2:16])[CH:4]=2)[CH2:26][CH2:25][NH:24][CH2:23][CH2:22]1. (4) Given the reactants [S-2].[Na+].[Na+].[C:4]1([C:32]2[CH:37]=[CH:36][CH:35]=[CH:34][CH:33]=2)[CH:9]=[CH:8][C:7]([C:10]2[N:15]=[C:14]3[N:16]=[C:17]([S:27](C)(=O)=O)[N:18]([CH2:19][O:20][CH2:21][CH2:22][Si:23]([CH3:26])([CH3:25])[CH3:24])[C:13]3=[CH:12][C:11]=2[Cl:31])=[CH:6][CH:5]=1.O, predict the reaction product. The product is: [C:4]1([C:32]2[CH:33]=[CH:34][CH:35]=[CH:36][CH:37]=2)[CH:5]=[CH:6][C:7]([C:10]2[N:15]=[C:14]3[N:16]=[C:17]([SH:27])[N:18]([CH2:19][O:20][CH2:21][CH2:22][Si:23]([CH3:26])([CH3:25])[CH3:24])[C:13]3=[CH:12][C:11]=2[Cl:31])=[CH:8][CH:9]=1.